Dataset: Retrosynthesis with 50K atom-mapped reactions and 10 reaction types from USPTO. Task: Predict the reactants needed to synthesize the given product. (1) The reactants are: CCOC(=O)c1nc(CNC(=O)c2ccc(Cl)s2)no1.Nc1ccc(N2CCOCC2=O)cc1F. Given the product O=C(Nc1ccc(N2CCOCC2=O)cc1F)c1nc(CNC(=O)c2ccc(Cl)s2)no1, predict the reactants needed to synthesize it. (2) Given the product CCOC(=O)CCCOc1cccc(CCCCCCOc2cc(Br)cc(CO)c2)c1CCC(=O)OCC, predict the reactants needed to synthesize it. The reactants are: CCOC(=O)CCCOc1cccc(CCCCCCBr)c1CCC(=O)OCC.OCc1cc(O)cc(Br)c1.